From a dataset of Forward reaction prediction with 1.9M reactions from USPTO patents (1976-2016). Predict the product of the given reaction. Given the reactants [CH2:1]([O:8][C:9]1[CH:10]=[N:11][CH:12]=[C:13](Br)[CH:14]=1)[C:2]1[CH:7]=[CH:6][CH:5]=[CH:4][CH:3]=1.[CH3:16][O:17][C:18]([C:20]1[C:29]2[O:28][CH:27]=[C:26](Br)[O:25][C:24]=2[CH:23]=[CH:22][CH:21]=1)=[O:19], predict the reaction product. The product is: [CH3:16][O:17][C:18]([C:20]1[C:29]2[O:28][CH:27]=[C:26]([C:13]3[CH:12]=[N:11][CH:10]=[C:9]([O:8][CH2:1][C:2]4[CH:7]=[CH:6][CH:5]=[CH:4][CH:3]=4)[CH:14]=3)[O:25][C:24]=2[CH:23]=[CH:22][CH:21]=1)=[O:19].